This data is from Reaction yield outcomes from USPTO patents with 853,638 reactions. The task is: Predict the reaction yield, written as a fraction of the theoretical maximum amount of product (1.0 means a 100% yield; for example, 0.34 means a 34% yield). (1) The reactants are FC(F)(F)C1C=C(NC(=O)NC2C=CC(C3SC(CCC(OC)=O)=NC=3)=CC=2)C=CC=1.[N+:32]([C:35]1[CH:40]=[CH:39][C:38]([C:41]2[CH:45]=[CH:44][N:43]([CH:46]3[CH2:51][CH2:50][CH:49]([C:52]([O:54][CH2:55][CH3:56])=[O:53])[CH2:48][CH2:47]3)[N:42]=2)=[CH:37][CH:36]=1)([O-])=O.[F:57][C:58]1[CH:63]=[C:62]([F:64])[CH:61]=[CH:60][C:59]=1[N:65]=[C:66]=[O:67]. No catalyst specified. The product is [F:57][C:58]1[CH:63]=[C:62]([F:64])[CH:61]=[CH:60][C:59]=1[NH:65][C:66](=[O:67])[NH:32][C:35]1[CH:40]=[CH:39][C:38]([C:41]2[CH:45]=[CH:44][N:43]([CH:46]3[CH2:51][CH2:50][CH:49]([C:52]([O:54][CH2:55][CH3:56])=[O:53])[CH2:48][CH2:47]3)[N:42]=2)=[CH:37][CH:36]=1. The yield is 0.900. (2) The reactants are [C-:1]#[N:2].[Na+].CS(O[CH2:9][CH:10]([NH:18][C:19]([O:21][C:22]([CH3:25])([CH3:24])[CH3:23])=[O:20])[C:11]1[CH:16]=[CH:15][C:14]([Cl:17])=[CH:13][CH:12]=1)(=O)=O. The catalyst is CN(C=O)C. The product is [Cl:17][C:14]1[CH:15]=[CH:16][C:11]([CH:10]([NH:18][C:19](=[O:20])[O:21][C:22]([CH3:25])([CH3:24])[CH3:23])[CH2:9][C:1]#[N:2])=[CH:12][CH:13]=1. The yield is 0.870.